Dataset: Forward reaction prediction with 1.9M reactions from USPTO patents (1976-2016). Task: Predict the product of the given reaction. (1) The product is: [O:11]1[CH2:12][CH2:13][CH2:14][CH:10]1[C:8](=[O:9])[CH:3]=[CH2:4]. Given the reactants Br[Mg][CH:3]=[CH2:4].CON(C)[C:8]([CH:10]1[CH2:14][CH2:13][CH2:12][O:11]1)=[O:9].N#N, predict the reaction product. (2) Given the reactants [Br:1][C:2]1[CH:3]=[C:4]([C:8]2[CH:9]=[C:10]([NH:13][C:14](=[O:20])[CH2:15][CH2:16][CH2:17][CH2:18]Br)[NH:11][N:12]=2)[CH:5]=[CH:6][CH:7]=1.C([O-])([O-])=O.[Na+].[Na+].[NH:27]1[CH2:32][CH2:31][CH2:30][CH2:29][CH2:28]1.[Na+].[I-], predict the reaction product. The product is: [Br:1][C:2]1[CH:3]=[C:4]([C:8]2[CH:9]=[C:10]([NH:13][C:14](=[O:20])[CH2:15][CH2:16][CH2:17][CH2:18][N:27]3[CH2:32][CH2:31][CH2:30][CH2:29][CH2:28]3)[NH:11][N:12]=2)[CH:5]=[CH:6][CH:7]=1. (3) Given the reactants [NH:1]1[C:9]2[CH:8]=[CH:7][CH:6]=[C:5]([C:10]#[N:11])[C:4]=2[CH2:3][CH2:2]1.C1N=CN([C:17](N2C=NC=C2)=[O:18])C=1.Cl.Cl.[NH2:26][CH2:27][C:28]1[CH:29]=[C:30]([CH:45]=[CH:46][CH:47]=1)[C:31]([NH:33][C:34]1[CH:43]=[C:42]2[C:37]([CH2:38][CH2:39][N:40]([CH3:44])[CH2:41]2)=[CH:36][CH:35]=1)=[O:32].CCN(CC)CC, predict the reaction product. The product is: [CH3:44][N:40]1[CH2:39][CH2:38][C:37]2[C:42](=[CH:43][C:34]([NH:33][C:31]([C:30]3[CH:29]=[C:28]([CH:47]=[CH:46][CH:45]=3)[CH2:27][NH:26][C:17]([N:1]3[C:9]4[C:4](=[C:5]([C:10]#[N:11])[CH:6]=[CH:7][CH:8]=4)[CH2:3][CH2:2]3)=[O:18])=[O:32])=[CH:35][CH:36]=2)[CH2:41]1. (4) Given the reactants [C:1]([O:5][C:6](=[O:17])[NH:7][C@H:8]([C:11]1[CH:16]=[CH:15][CH:14]=[CH:13][CH:12]=1)[CH2:9][NH2:10])([CH3:4])([CH3:3])[CH3:2].[N+:18]([C:21]1[CH:26]=[CH:25][CH:24]=[CH:23][C:22]=1I)([O-:20])=[O:19].C1(P(C2C=CC=CC=2)C2C3OC4C(=CC=CC=4P(C4C=CC=CC=4)C4C=CC=CC=4)C(C)(C)C=3C=CC=2)C=CC=CC=1.C([O-])([O-])=O.[Cs+].[Cs+], predict the reaction product. The product is: [C:1]([O:5][C:6](=[O:17])[NH:7][C@H:8]([C:11]1[CH:12]=[CH:13][CH:14]=[CH:15][CH:16]=1)[CH2:9][NH:10][C:22]1[CH:23]=[CH:24][CH:25]=[CH:26][C:21]=1[N+:18]([O-:20])=[O:19])([CH3:4])([CH3:2])[CH3:3]. (5) Given the reactants [Cl:1][C:2]1[CH:3]=[C:4]([N+:21]([O-])=O)[C:5]([NH:8][C@@H:9]2[CH2:13][CH2:12][N:11]([C:14]([O:16][C:17]([CH3:20])([CH3:19])[CH3:18])=[O:15])[CH2:10]2)=[N:6][CH:7]=1.[NH4+].[Cl-], predict the reaction product. The product is: [NH2:21][C:4]1[C:5]([NH:8][C@@H:9]2[CH2:13][CH2:12][N:11]([C:14]([O:16][C:17]([CH3:20])([CH3:19])[CH3:18])=[O:15])[CH2:10]2)=[N:6][CH:7]=[C:2]([Cl:1])[CH:3]=1. (6) Given the reactants [N:1]1[C:5]2[CH:6]=[CH:7][CH:8]=[CH:9][C:4]=2[NH:3][CH:2]=1.[O:10]1CC[CH2:12][CH2:11]1.[H-].[Na+].ICCO, predict the reaction product. The product is: [N:1]1([CH2:12][CH2:11][OH:10])[C:5]2[CH:6]=[CH:7][CH:8]=[CH:9][C:4]=2[N:3]=[CH:2]1. (7) Given the reactants C(N(CC)C(C)C)(C)C.F[P-](F)(F)(F)(F)F.CN(C(ON1C2=NC=CC=C2N=N1)=[N+](C)C)C.[NH2:34][C:35]1[CH:36]=[C:37]([C:42]2[CH:47]=[CH:46][C:45]([CH2:48][C@H:49]([NH:64][C:65]([C@H:67]3[CH2:72][CH2:71][C@H:70]([CH2:73][NH:74][C:75](=[O:81])[O:76][C:77]([CH3:80])([CH3:79])[CH3:78])[CH2:69][CH2:68]3)=[O:66])[C:50](=[O:63])[NH:51][C:52]3[CH:57]=[CH:56][C:55]([C:58]4[N:59]=[N:60][NH:61][N:62]=4)=[CH:54][CH:53]=3)=[CH:44][CH:43]=2)[CH:38]=[CH:39][C:40]=1[CH3:41].[C:82]([O:86][C:87]([N:89]1[CH2:94][CH2:93][CH:92]([C:95](O)=[O:96])[CH2:91][CH2:90]1)=[O:88])([CH3:85])([CH3:84])[CH3:83], predict the reaction product. The product is: [C:77]([O:76][C:75]([NH:74][CH2:73][C@H:70]1[CH2:69][CH2:68][C@H:67]([C:65]([NH:64][C@H:49]([C:50](=[O:63])[NH:51][C:52]2[CH:57]=[CH:56][C:55]([C:58]3[N:59]=[N:60][NH:61][N:62]=3)=[CH:54][CH:53]=2)[CH2:48][C:45]2[CH:44]=[CH:43][C:42]([C:37]3[CH:38]=[CH:39][C:40]([CH3:41])=[C:35]([NH:34][C:95]([CH:92]4[CH2:93][CH2:94][N:89]([C:87]([O:86][C:82]([CH3:85])([CH3:84])[CH3:83])=[O:88])[CH2:90][CH2:91]4)=[O:96])[CH:36]=3)=[CH:47][CH:46]=2)=[O:66])[CH2:72][CH2:71]1)=[O:81])([CH3:78])([CH3:80])[CH3:79].